Dataset: NCI-60 drug combinations with 297,098 pairs across 59 cell lines. Task: Regression. Given two drug SMILES strings and cell line genomic features, predict the synergy score measuring deviation from expected non-interaction effect. (1) Drug 1: CCC(=C(C1=CC=CC=C1)C2=CC=C(C=C2)OCCN(C)C)C3=CC=CC=C3.C(C(=O)O)C(CC(=O)O)(C(=O)O)O. Drug 2: C1CN1C2=NC(=NC(=N2)N3CC3)N4CC4. Cell line: HS 578T. Synergy scores: CSS=14.7, Synergy_ZIP=1.56, Synergy_Bliss=1.97, Synergy_Loewe=-5.82, Synergy_HSA=-0.107. (2) Drug 1: CN1C2=C(C=C(C=C2)N(CCCl)CCCl)N=C1CCCC(=O)O.Cl. Drug 2: C1CCC(C(C1)N)N.C(=O)(C(=O)[O-])[O-].[Pt+4]. Cell line: NCI-H226. Synergy scores: CSS=17.6, Synergy_ZIP=-1.97, Synergy_Bliss=0.956, Synergy_Loewe=-16.2, Synergy_HSA=2.65. (3) Drug 1: COC1=C(C=C2C(=C1)N=CN=C2NC3=CC(=C(C=C3)F)Cl)OCCCN4CCOCC4. Drug 2: CN(C)N=NC1=C(NC=N1)C(=O)N. Cell line: OVCAR-5. Synergy scores: CSS=37.3, Synergy_ZIP=-10.6, Synergy_Bliss=-3.66, Synergy_Loewe=-38.5, Synergy_HSA=-3.81. (4) Drug 1: CC12CCC3C(C1CCC2=O)CC(=C)C4=CC(=O)C=CC34C. Drug 2: C1=C(C(=O)NC(=O)N1)F. Cell line: 786-0. Synergy scores: CSS=42.2, Synergy_ZIP=1.19, Synergy_Bliss=-0.00493, Synergy_Loewe=1.66, Synergy_HSA=2.27. (5) Drug 1: CC1=CC2C(CCC3(C2CCC3(C(=O)C)OC(=O)C)C)C4(C1=CC(=O)CC4)C. Drug 2: C1=NC(=NC(=O)N1C2C(C(C(O2)CO)O)O)N. Cell line: HOP-62. Synergy scores: CSS=1.42, Synergy_ZIP=1.29, Synergy_Bliss=3.92, Synergy_Loewe=-8.35, Synergy_HSA=-1.78.